From a dataset of Full USPTO retrosynthesis dataset with 1.9M reactions from patents (1976-2016). Predict the reactants needed to synthesize the given product. (1) Given the product [Br:1][C:2]1[C:3]2[O:4][C:5]([CH3:9])=[C:6]([CH3:7])[C:10]=2[CH:11]=[C:12]([F:14])[CH:13]=1, predict the reactants needed to synthesize it. The reactants are: [Br:1][C:2]1[CH:13]=[C:12]([F:14])[CH:11]=[CH:10][C:3]=1[O:4][CH:5]([CH3:9])[C:6](=O)[CH3:7].S(=O)(=O)(O)O. (2) Given the product [C:1]([N:4]1[C:13]2[C:8](=[CH:9][C:10]([C:34]3[CH:35]=[CH:36][C:31]([CH:29]=[O:30])=[CH:32][CH:33]=3)=[CH:11][CH:12]=2)[C@H:7]([NH:15][C:16](=[O:21])[O:17][CH:18]([CH3:20])[CH3:19])[CH2:6][C@@H:5]1[CH3:22])(=[O:3])[CH3:2], predict the reactants needed to synthesize it. The reactants are: [C:1]([N:4]1[C:13]2[C:8](=[CH:9][C:10](Br)=[CH:11][CH:12]=2)[C@H:7]([NH:15][C:16](=[O:21])[O:17][CH:18]([CH3:20])[CH3:19])[CH2:6][C@@H:5]1[CH3:22])(=[O:3])[CH3:2].C(=O)([O-])[O-].[K+].[K+].[CH:29]([C:31]1[CH:36]=[CH:35][C:34](B(O)O)=[CH:33][CH:32]=1)=[O:30]. (3) Given the product [CH2:1]([O:3][C:4]([N:6]1[CH2:15][CH2:14][C:13]2[C:8](=[CH:9][C:10]([OH:16])=[CH:11][CH:12]=2)[CH2:7]1)=[O:5])[CH3:2], predict the reactants needed to synthesize it. The reactants are: [CH2:1]([O:3][C:4]([N:6]1[CH2:15][CH2:14][C:13]2[C:8](=[CH:9][C:10]([O:16]C(OCC)=O)=[CH:11][CH:12]=2)[CH2:7]1)=[O:5])[CH3:2].C(=O)([O-])[O-].[K+].[K+].O. (4) Given the product [Br:22][C:23]1[CH:30]=[CH:29][C:7](/[CH:6]=[CH:8]/[S:9]([O:12][CH2:19][CH3:20])(=[O:11])=[O:10])=[CH:25][CH:24]=1, predict the reactants needed to synthesize it. The reactants are: C([Li])CCC.[CH2:6]([CH2:8][S:9]([O-:12])(=[O:11])=[O:10])[CH3:7].P(Cl)(O[CH2:19][CH3:20])(OCC)=O.[Br:22][C:23]1[CH:30]=[CH:29]C(C=O)=[CH:25][CH:24]=1. (5) Given the product [C:3]1([C:9]2[C:13]([C:14]3[CH:15]=[CH:16][CH:17]=[CH:18][CH:19]=3)=[C:12]([CH3:25])[O:11][N:10]=2)[CH:8]=[CH:7][CH:6]=[CH:5][CH:4]=1, predict the reactants needed to synthesize it. The reactants are: Cl.O.[C:3]1([C:9]2[CH:13]([C:14]3[CH:19]=[CH:18][CH:17]=[CH:16][CH:15]=3)[C:12]([CH3:25])(N3CCCC3)[O:11][N:10]=2)[CH:8]=[CH:7][CH:6]=[CH:5][CH:4]=1.